The task is: Predict the reactants needed to synthesize the given product.. This data is from Full USPTO retrosynthesis dataset with 1.9M reactions from patents (1976-2016). (1) The reactants are: [CH3:1][CH:2]([CH3:19])[CH:3]=[C:4]1[C:13](=O)[C:12]2[C:7](=[CH:8][C:9]([C:15]([O:17]C)=[O:16])=[CH:10][CH:11]=2)[O:6][CH2:5]1.Cl.[Cl:21][C:22]1[CH:29]=[C:28]([NH:30][NH2:31])[CH:27]=[CH:26][C:23]=1[C:24]#[N:25].O1CCCC1. Given the product [Cl:21][C:22]1[CH:29]=[C:28]([N:30]2[CH:3]([CH:2]([CH3:19])[CH3:1])[CH:4]3[CH2:5][O:6][C:7]4[CH:8]=[C:9]([C:15]([OH:17])=[O:16])[CH:10]=[CH:11][C:12]=4[C:13]3=[N:31]2)[CH:27]=[CH:26][C:23]=1[C:24]#[N:25], predict the reactants needed to synthesize it. (2) Given the product [CH3:17][O:16][C:9]1[C:8]([C:6]2[CH:7]=[C:2]([NH:1][S:26]([CH3:25])(=[O:28])=[O:27])[CH:3]=[CH:4][C:5]=2[O:18][C:19]2[CH:20]=[CH:21][CH:22]=[CH:23][CH:24]=2)=[N:13][N:12]([CH3:14])[C:11](=[O:15])[CH:10]=1, predict the reactants needed to synthesize it. The reactants are: [NH2:1][C:2]1[CH:3]=[CH:4][C:5]([O:18][C:19]2[CH:24]=[CH:23][CH:22]=[CH:21][CH:20]=2)=[C:6]([C:8]2[C:9]([O:16][CH3:17])=[CH:10][C:11](=[O:15])[N:12]([CH3:14])[N:13]=2)[CH:7]=1.[CH3:25][S:26](Cl)(=[O:28])=[O:27].C(N(CC)CC)C. (3) The reactants are: Br[C:2]1[S:3][C:4]([Cl:12])=[C:5](Cl)[C:6]=1[C:7](=[O:10])[CH2:8][Cl:9].[Cl:13]C1SC(Cl)=CC=1.ClCC(Cl)=O. Given the product [Cl:9][CH2:8][C:7]([C:6]1[CH:5]=[C:4]([Cl:12])[S:3][C:2]=1[Cl:13])=[O:10], predict the reactants needed to synthesize it. (4) Given the product [CH3:1][C:2]1[C:6]2[C:7](=[O:19])[N:8]([CH2:11][CH2:12][N:13]3[CH2:14][CH2:15][CH2:16][CH2:17][CH2:18]3)[CH2:9][CH2:10][C:5]=2[NH:4][C:3]=1[CH:20]=[C:30]1[C:29]2[C:33](=[CH:34][CH:35]=[CH:36][C:28]=2[C:25]2[CH:24]=[CH:23][N:22]=[CH:27][CH:26]=2)[NH:32][C:31]1=[O:37], predict the reactants needed to synthesize it. The reactants are: [CH3:1][C:2]1[C:6]2[C:7](=[O:19])[N:8]([CH2:11][CH2:12][N:13]3[CH2:18][CH2:17][CH2:16][CH2:15][CH2:14]3)[CH2:9][CH2:10][C:5]=2[NH:4][C:3]=1[CH:20]=O.[N:22]1[CH:27]=[CH:26][C:25]([C:28]2[CH:36]=[CH:35][CH:34]=[C:33]3[C:29]=2[CH2:30][C:31](=[O:37])[NH:32]3)=[CH:24][CH:23]=1. (5) Given the product [CH2:2]([N:5]([CH2:24][C:25]1[CH:44]=[CH:43][C:28]([CH2:29][O:30][C:31]2[CH:36]=[CH:35][C:34]([CH2:37][CH2:38][C:39]([OH:41])=[O:40])=[CH:33][CH:32]=2)=[CH:27][CH:26]=1)[C:6]1[S:7][CH:8]=[C:9]([C:11]2[CH:16]=[CH:15][C:14]([C:17]([F:19])([F:20])[F:18])=[CH:13][CH:12]=2)[N:10]=1)[CH2:3][CH3:4], predict the reactants needed to synthesize it. The reactants are: Br.[CH2:2]([NH:5][C:6]1[S:7][CH:8]=[C:9]([C:11]2[CH:16]=[CH:15][C:14]([C:17]([F:20])([F:19])[F:18])=[CH:13][CH:12]=2)[N:10]=1)[CH2:3][CH3:4].[H-].[Na+].Cl[CH2:24][C:25]1[CH:44]=[CH:43][C:28]([CH2:29][O:30][C:31]2[CH:36]=[CH:35][C:34]([CH2:37][CH2:38][C:39]([O:41]C)=[O:40])=[CH:33][CH:32]=2)=[CH:27][CH:26]=1.[OH-].[Na+].Cl. (6) Given the product [NH2:1][S:2]([C:5]1[CH:10]=[CH:9][C:8]([NH:11][C@@H:12]([CH2:21][S:22][C:23]2[CH:24]=[CH:25][CH:26]=[CH:27][CH:28]=2)[CH2:13][C:14]([OH:16])=[O:15])=[C:7]([N+:29]([O-:31])=[O:30])[CH:6]=1)(=[O:3])=[O:4], predict the reactants needed to synthesize it. The reactants are: [NH2:1][S:2]([C:5]1[CH:10]=[CH:9][C:8]([NH:11][C@@H:12]([CH2:21][S:22][C:23]2[CH:28]=[CH:27][CH:26]=[CH:25][CH:24]=2)[CH2:13][C:14]([O:16]C(C)(C)C)=[O:15])=[C:7]([N+:29]([O-:31])=[O:30])[CH:6]=1)(=[O:4])=[O:3].Cl. (7) The reactants are: [Br:1][C:2]1[C:11]2[C:6](=[CH:7][CH:8]=[CH:9][CH:10]=2)[C:5](/[CH:12]=[N:13]/[OH:14])=[CH:4][CH:3]=1.[Cl:15][C:16]1[CH:21]=[C:20]([C:22]([C:24]([F:27])([F:26])[F:25])=[CH2:23])[CH:19]=[C:18]([C:28]([F:31])([F:30])[F:29])[CH:17]=1.Cl([Na])=O. Given the product [Br:1][C:2]1[C:11]2[C:6](=[CH:7][CH:8]=[CH:9][CH:10]=2)[C:5]([C:12]2[CH2:23][C:22]([C:20]3[CH:19]=[C:18]([C:28]([F:29])([F:30])[F:31])[CH:17]=[C:16]([Cl:15])[CH:21]=3)([C:24]([F:27])([F:26])[F:25])[O:14][N:13]=2)=[CH:4][CH:3]=1, predict the reactants needed to synthesize it.